This data is from Retrosynthesis with 50K atom-mapped reactions and 10 reaction types from USPTO. The task is: Predict the reactants needed to synthesize the given product. (1) Given the product CS(=O)(=O)c1ccc(-n2ccc(OCc3ccccc3)cc2=O)c(F)c1, predict the reactants needed to synthesize it. The reactants are: CS(=O)(=O)c1ccc(F)c(F)c1.O=c1cc(OCc2ccccc2)cc[nH]1. (2) Given the product COc1cccc(Nc2c(C(N)=O)cnc3c(C)cc(S(=O)(=O)c4cccc(C(=O)Nc5cccc(-c6ccc(CCCC=O)cc6)c5)c4)cc23)c1, predict the reactants needed to synthesize it. The reactants are: COc1cccc(Nc2c(C(N)=O)cnc3c(C)cc(S(=O)(=O)c4cccc(C(=O)Nc5ccc(-c6ccc(CCCC=O)cc6)cc5)c4)cc23)c1. (3) Given the product c1ccc(N2CCN(c3ncnc4[nH]ccc34)CC2)cc1, predict the reactants needed to synthesize it. The reactants are: Clc1ncnc2[nH]ccc12.c1ccc(N2CCNCC2)cc1. (4) The reactants are: CC(C)(C)OC(=O)c1c(N)sc2c1CC(C)(C)OC2.S=C=Nc1ccccc1. Given the product CC(C)(C)OC(=O)c1c(NC(=S)Nc2ccccc2)sc2c1CC(C)(C)OC2, predict the reactants needed to synthesize it. (5) Given the product Cc1cccc(C)c1N(CCC(C)Br)S(C)(=O)=O, predict the reactants needed to synthesize it. The reactants are: CC(Br)CCBr.Cc1cccc(C)c1NS(C)(=O)=O. (6) Given the product Cc1cnc(N2CCC(O)CC2)nc1, predict the reactants needed to synthesize it. The reactants are: Cc1cnc(Cl)nc1.OC1CCNCC1. (7) Given the product Nc1cc(-c2ccccc2)ccc1-n1cnc(=O)[nH]1, predict the reactants needed to synthesize it. The reactants are: O=c1ncn(-c2ccc(-c3ccccc3)cc2[N+](=O)[O-])[nH]1. (8) The reactants are: CI.COc1ccc(Nc2nc(C)nc3ccccc23)cc1OC. Given the product COc1ccc(N(C)c2nc(C)nc3ccccc23)cc1OC, predict the reactants needed to synthesize it. (9) Given the product CC(C)(C)OC(=O)N1CCC2(CC1)CC(C(=O)O)c1ccccc12, predict the reactants needed to synthesize it. The reactants are: CCOC(=O)C1CC2(CCN(C(=O)OC(C)(C)C)CC2)c2ccccc21. (10) Given the product CCOC(=O)[C@@H]1CCCC[C@H]1N1CC(C)CC1=O, predict the reactants needed to synthesize it. The reactants are: CCOC(=O)[C@@H]1CCCC[C@@H]1NC(=O)CC(C)CCl.